This data is from Reaction yield outcomes from USPTO patents with 853,638 reactions. The task is: Predict the reaction yield, written as a fraction of the theoretical maximum amount of product (1.0 means a 100% yield; for example, 0.34 means a 34% yield). (1) The reactants are C(O)(=O)/C=C/C(O)=O.[S:9]1[CH:13]=[CH:12][C:11]2[CH:14]=[C:15]([CH:18]3[C:27]4[C:22](=[CH:23][C:24]([O:28][CH3:29])=[CH:25][CH:26]=4)[CH2:21][N:20]([CH3:30])[CH2:19]3)[CH:16]=[CH:17][C:10]1=2.S(O)(C)(=O)=O.[OH-].[Na+]. The catalyst is C(Cl)Cl. The product is [S:9]1[CH:13]=[CH:12][C:11]2[CH:14]=[C:15]([CH:18]3[C:27]4[C:22](=[CH:23][C:24]([O:28][CH3:29])=[CH:25][CH:26]=4)[CH2:21][N:20]([CH3:30])[CH2:19]3)[CH:16]=[CH:17][C:10]1=2. The yield is 0.530. (2) The reactants are [N:1]1C=CC=CC=1.Br[CH2:8][C:9](=O)[C:10]([O:12][CH2:13][CH3:14])=[O:11].[NH2:16][C:17]1[CH:24]=[C:23]([Br:25])[C:22]([F:26])=[CH:21][C:18]=1[CH:19]=O.N1CCCC1. The catalyst is CCO. The product is [NH2:1][C:8]1[C:9]([C:10]([O:12][CH2:13][CH3:14])=[O:11])=[N:16][C:17]2[C:18]([CH:19]=1)=[CH:21][C:22]([F:26])=[C:23]([Br:25])[CH:24]=2. The yield is 0.770. (3) The yield is 0.550. The product is [Cl:1][C:2]1[C:7]2[C:8](=[O:24])[N:9]([CH2:13][C:14]3[CH:19]=[CH:18][C:17]([O:20][CH3:21])=[CH:16][C:15]=3[O:22][CH3:23])[C:10]([CH3:12])([CH3:11])[C:6]=2[C:5]([F:25])=[C:4]([NH:27][C@@H:28]2[CH2:33][CH2:32][CH2:31][CH2:30][C@@H:29]2[NH:34][C:35](=[O:41])[O:36][C:37]([CH3:39])([CH3:38])[CH3:40])[N:3]=1. The reactants are [Cl:1][C:2]1[C:7]2[C:8](=[O:24])[N:9]([CH2:13][C:14]3[CH:19]=[CH:18][C:17]([O:20][CH3:21])=[CH:16][C:15]=3[O:22][CH3:23])[C:10]([CH3:12])([CH3:11])[C:6]=2[C:5]([F:25])=[C:4](Cl)[N:3]=1.[NH2:27][C@@H:28]1[CH2:33][CH2:32][CH2:31][CH2:30][C@@H:29]1[NH:34][C:35](=[O:41])[O:36][C:37]([CH3:40])([CH3:39])[CH3:38].C(N(C(C)C)C(C)C)C. The catalyst is C(#N)C. (4) The reactants are [CH3:1][C:2]1([C:17]2[CH:18]=[C:19]([NH:23][S:24]([CH3:27])(=[O:26])=[O:25])[CH:20]=[CH:21][CH:22]=2)[CH:7]2[CH:3]1[CH2:4][N:5]([C:8](=O)[CH2:9][CH2:10][C:11]1[CH:15]=[CH:14][S:13][CH:12]=1)[CH2:6]2.[H-].[Al+3].[Li+].[H-].[H-].[H-].O.C(=O)([O-])O.[Na+]. The catalyst is O1CCCC1.C(OCC)(=O)C. The product is [CH3:1][C:2]1([C:17]2[CH:18]=[C:19]([NH:23][S:24]([CH3:27])(=[O:25])=[O:26])[CH:20]=[CH:21][CH:22]=2)[CH:7]2[CH:3]1[CH2:4][N:5]([CH2:8][CH2:9][CH2:10][C:11]1[CH:15]=[CH:14][S:13][CH:12]=1)[CH2:6]2. The yield is 0.560. (5) The reactants are [CH:1]1([S:4]([NH:7][C:8](=[O:15])[CH2:9][C:10]([O:12]CC)=[O:11])(=[O:6])=[O:5])[CH2:3][CH2:2]1.O.[OH-].[Li+]. The catalyst is C1COCC1.O.Cl. The product is [CH:1]1([S:4]([NH:7][C:8](=[O:15])[CH2:9][C:10]([OH:12])=[O:11])(=[O:6])=[O:5])[CH2:3][CH2:2]1. The yield is 0.950. (6) The product is [Br:38][C:7]1[CH:19]=[N:18][C:17]2[C:16]3[CH:15]=[CH:14][C:13]4[C:20](=[O:21])[O:22][CH2:23][C:12]=4[C:11]=3[N:10]([C@H:24]([C:31]3[CH:36]=[CH:35][CH:34]=[CH:33][CH:32]=3)[CH:25]3[CH2:30][CH2:29][O:28][CH2:27][CH2:26]3)[C:9]=2[CH:8]=1. The yield is 0.730. No catalyst specified. The reactants are CC1C([C:7]2[CH:19]=[N:18][C:17]3[C:16]4[CH:15]=[CH:14][C:13]([C:20]([O:22][CH3:23])=[O:21])=[CH:12][C:11]=4[N:10]([CH:24]([C:31]4[CH:36]=[CH:35][CH:34]=[CH:33][CH:32]=4)[CH:25]4[CH2:30][CH2:29][O:28][CH2:27][CH2:26]4)[C:9]=3[CH:8]=2)=C(C)ON=1.[Br:38]C1C=NC2C3C=CC4C(=O)OCC=4C=3NC=2C=1.C1(C(C2CCOCC2)O)C=CC=CC=1.